Dataset: Catalyst prediction with 721,799 reactions and 888 catalyst types from USPTO. Task: Predict which catalyst facilitates the given reaction. (1) Product: [OH:8][C:6]1[CH:5]=[CH:4][C:3]([S:9](=[O:10])(=[O:11])[NH:12][C:13]2[CH:14]=[CH:15][C:16]3[CH2:20][O:19][B:18]([OH:21])[C:17]=3[CH:22]=2)=[C:2]([NH:1][C:24](=[O:25])[O:26][CH2:27][CH3:28])[CH:7]=1. Reactant: [NH2:1][C:2]1[CH:7]=[C:6]([OH:8])[CH:5]=[CH:4][C:3]=1[S:9]([NH:12][C:13]1[CH:14]=[CH:15][C:16]2[CH2:20][O:19][B:18]([OH:21])[C:17]=2[CH:22]=1)(=[O:11])=[O:10].Cl[C:24]([O:26][CH2:27][CH3:28])=[O:25]. The catalyst class is: 9. (2) The catalyst class is: 13. Product: [F:41][C:38]1[CH:39]=[CH:40][C:35]([C@@H:10]2[C@@H:11]([N:14]([C:16](=[O:34])[C:17]([C:20]3[CH:21]=[C:22]([C:30]([F:31])([F:32])[F:33])[CH:23]=[C:24]([C:26]([F:27])([F:28])[F:29])[CH:25]=3)([CH3:19])[CH3:18])[CH3:15])[CH2:12][CH2:13][NH:8][CH2:9]2)=[C:36]([CH3:42])[CH:37]=1. Reactant: C(OC([N:8]1[CH2:13][CH2:12][C@H:11]([N:14]([C:16](=[O:34])[C:17]([C:20]2[CH:25]=[C:24]([C:26]([F:29])([F:28])[F:27])[CH:23]=[C:22]([C:30]([F:33])([F:32])[F:31])[CH:21]=2)([CH3:19])[CH3:18])[CH3:15])[C@@H:10]([C:35]2[CH:40]=[CH:39][C:38]([F:41])=[CH:37][C:36]=2[CH3:42])[CH2:9]1)=O)(C)(C)C.Cl. (3) Reactant: [Br:1][C:2]1[CH:3]=[C:4]([C:13]2[CH2:14][C:15]([C:22]3[CH:27]=[C:26]([Cl:28])[CH:25]=[C:24]([Cl:29])[CH:23]=3)([C:18]([F:21])([F:20])[F:19])[S:16][CH:17]=2)[CH:5]=[CH:6][C:7]=1[S:8]C(C)(C)C.B(Br)(Br)Br. Product: [Br:1][C:2]1[CH:3]=[C:4]([C:13]2[CH2:14][C:15]([C:22]3[CH:23]=[C:24]([Cl:29])[CH:25]=[C:26]([Cl:28])[CH:27]=3)([C:18]([F:21])([F:19])[F:20])[S:16][CH:17]=2)[CH:5]=[CH:6][C:7]=1[SH:8]. The catalyst class is: 2. (4) Reactant: Br[C:2]1[CH:7]=[CH:6][CH:5]=[CH:4][C:3]=1[C:8]1[N:9]=[CH:10][N:11]([C:13]([C:26]2[CH:31]=[CH:30][CH:29]=[CH:28][CH:27]=2)([C:20]2[CH:25]=[CH:24][CH:23]=[CH:22][CH:21]=2)[C:14]2[CH:19]=[CH:18][CH:17]=[CH:16][CH:15]=2)[CH:12]=1.[Cu][C:33]#[N:34].C(O)(C1C=CC=CC=1)(C1C=CC=CC=1)C1C=CC=CC=1. Product: [C:13]([N:11]1[CH:12]=[C:8]([C:3]2[CH:4]=[CH:5][CH:6]=[CH:7][C:2]=2[C:33]#[N:34])[N:9]=[CH:10]1)([C:14]1[CH:19]=[CH:18][CH:17]=[CH:16][CH:15]=1)([C:26]1[CH:31]=[CH:30][CH:29]=[CH:28][CH:27]=1)[C:20]1[CH:21]=[CH:22][CH:23]=[CH:24][CH:25]=1. The catalyst class is: 885. (5) Reactant: [CH:1]1([NH:4][C:5]([C:7]2[C:16](=[O:17])[C:15]3[C:10](=[N:11][CH:12]=[CH:13][CH:14]=3)[N:9]([C:18]3[CH:19]=[C:20]([C:24]4[CH:29]=[CH:28][C:27]([CH:30]5[O:34][C:33]([CH3:36])([CH3:35])[O:32][CH:31]5[C:37]([O:39]CC)=[O:38])=[CH:26][CH:25]=4)[CH:21]=[CH:22][CH:23]=3)[CH:8]=2)=[O:6])[CH2:3][CH2:2]1.[Li+].[OH-]. Product: [CH:1]1([NH:4][C:5]([C:7]2[C:16](=[O:17])[C:15]3[C:10](=[N:11][CH:12]=[CH:13][CH:14]=3)[N:9]([C:18]3[CH:19]=[C:20]([C:24]4[CH:29]=[CH:28][C:27]([CH:30]5[O:34][C:33]([CH3:36])([CH3:35])[O:32][CH:31]5[C:37]([OH:39])=[O:38])=[CH:26][CH:25]=4)[CH:21]=[CH:22][CH:23]=3)[CH:8]=2)=[O:6])[CH2:2][CH2:3]1. The catalyst class is: 36. (6) Reactant: C[O:2][C:3]1[CH:4]=[C:5]([C:9]2[S:10][C:11]([C:14]3[CH:19]=[CH:18][CH:17]=[C:16]([O:20]C)[CH:15]=3)=[CH:12][CH:13]=2)[CH:6]=[CH:7][CH:8]=1. Product: [S:10]1[C:11]([C:14]2[CH:15]=[C:16]([OH:20])[CH:17]=[CH:18][CH:19]=2)=[CH:12][CH:13]=[C:9]1[C:5]1[CH:4]=[C:3]([OH:2])[CH:8]=[CH:7][CH:6]=1. The catalyst class is: 195.